This data is from Reaction yield outcomes from USPTO patents with 853,638 reactions. The task is: Predict the reaction yield, written as a fraction of the theoretical maximum amount of product (1.0 means a 100% yield; for example, 0.34 means a 34% yield). (1) The reactants are [CH3:1][CH:2]1[NH:7][CH:6]([CH3:8])[CH2:5][N:4]([CH2:9][CH2:10][CH2:11][C:12]2[C:20]3[CH2:19][CH2:18][CH2:17][CH2:16][C:15]=3[NH:14][C:13]=2[CH:21]=O)[CH2:3]1.[CH2:23]([S:25]([C:28]1[CH:29]=[C:30]2[C:34](=[CH:35][CH:36]=1)[NH:33][C:32](=[O:37])[CH2:31]2)(=[O:27])=[O:26])[CH3:24]. No catalyst specified. The product is [CH3:8][CH:6]1[NH:7][CH:2]([CH3:1])[CH2:3][N:4]([CH2:9][CH2:10][CH2:11][C:12]2[C:20]3[CH2:19][CH2:18][CH2:17][CH2:16][C:15]=3[NH:14][C:13]=2/[CH:21]=[C:31]2\[C:32](=[O:37])[NH:33][C:34]3[C:30]\2=[CH:29][C:28]([S:25]([CH2:23][CH3:24])(=[O:27])=[O:26])=[CH:36][CH:35]=3)[CH2:5]1. The yield is 0.530. (2) The reactants are [F:1][C:2]1[CH:7]=[CH:6][C:5]([O:8][CH3:9])=[CH:4][C:3]=1[C:10]1[CH:15]=[CH:14][C:13]([CH2:16][OH:17])=[CH:12][C:11]=1[C:18](=[O:23])[C:19]([CH3:22])([CH3:21])[CH3:20].C1COCC1.[H-].[H-].[H-].[H-].[Li+].[Al+3].[OH-].[Na+]. No catalyst specified. The product is [F:1][C:2]1[CH:7]=[CH:6][C:5]([O:8][CH3:9])=[CH:4][C:3]=1[C:10]1[CH:15]=[CH:14][C:13]([CH2:16][OH:17])=[CH:12][C:11]=1[CH:18]([OH:23])[C:19]([CH3:21])([CH3:20])[CH3:22]. The yield is 0.750. (3) The reactants are C(N1C=CN=C1)(N1[CH:7]=[CH:6]N=C1)=O.[OH:13]CC1CC1.[Cl:18][C:19]1[CH:20]=[C:21]([C@@H:26]2[C@@H:30]([NH:31][CH3:32])[CH2:29][N:28]([C:33]([CH:35]3[CH2:40][CH2:39][N:38]([C:41]([C:43]4([CH3:46])[CH2:45][CH2:44]4)=[O:42])[CH2:37][CH2:36]3)=[O:34])[CH2:27]2)[CH:22]=[CH:23][C:24]=1[Cl:25].O1[CH2:52][CH2:51][O:50][CH2:49]C1. The catalyst is C(OCC)(=O)C. The product is [CH:52]1([CH2:51][O:50][C:49](=[O:13])[N:31]([C@@H:30]2[C@@H:26]([C:21]3[CH:22]=[CH:23][C:24]([Cl:25])=[C:19]([Cl:18])[CH:20]=3)[CH2:27][N:28]([C:33]([CH:35]3[CH2:40][CH2:39][N:38]([C:41]([C:43]4([CH3:46])[CH2:44][CH2:45]4)=[O:42])[CH2:37][CH2:36]3)=[O:34])[CH2:29]2)[CH3:32])[CH2:7][CH2:6]1. The yield is 0.340. (4) The reactants are [OH:1][C:2]1[CH:7]=[CH:6][CH:5]=[CH:4][C:3]=1[C:8]1[NH:9][C:10]([CH3:18])=[C:11]2[C:16]=1[CH2:15][CH2:14][CH2:13][C:12]2=[O:17].Br[CH2:20][CH:21]1[CH2:25][CH2:24][CH2:23][CH2:22]1.C(=O)([O-])[O-].[K+].[K+]. The catalyst is CN(C)C=O. The product is [CH:21]1([CH2:20][O:1][C:2]2[CH:7]=[CH:6][CH:5]=[CH:4][C:3]=2[C:8]2[NH:9][C:10]([CH3:18])=[C:11]3[C:16]=2[CH2:15][CH2:14][CH2:13][C:12]3=[O:17])[CH2:25][CH2:24][CH2:23][CH2:22]1. The yield is 0.480.